This data is from Full USPTO retrosynthesis dataset with 1.9M reactions from patents (1976-2016). The task is: Predict the reactants needed to synthesize the given product. (1) Given the product [NH:8]1[C:12]2=[N:13][CH:14]=[CH:15][C:16]([C:17]#[C:18][C:19]3[N:23]4[CH:24]=[C:25]([C:28]5[CH:29]=[CH:30][C:31]([C:34]([N:36]6[CH2:37][CH2:38][O:39][CH2:40][CH2:41]6)=[O:35])=[CH:32][CH:33]=5)[CH:26]=[CH:27][C:22]4=[N:21][CH:20]=3)=[C:11]2[CH:10]=[N:9]1, predict the reactants needed to synthesize it. The reactants are: COC1C=CC(C[N:8]2[C:12]3=[N:13][CH:14]=[CH:15][C:16]([C:17]#[C:18][C:19]4[N:23]5[CH:24]=[C:25]([C:28]6[CH:33]=[CH:32][C:31]([C:34]([N:36]7[CH2:41][CH2:40][O:39][CH2:38][CH2:37]7)=[O:35])=[CH:30][CH:29]=6)[CH:26]=[CH:27][C:22]5=[N:21][CH:20]=4)=[C:11]3[CH:10]=[N:9]2)=CC=1.C(O)(C(F)(F)F)=O. (2) The reactants are: [Br:1][C:2]1[CH:3]=[C:4]2[C:10](I)=[CH:9][N:8]([S:12]([C:15]3[CH:21]=[CH:20][C:18]([CH3:19])=[CH:17][CH:16]=3)(=[O:14])=[O:13])[C:5]2=[N:6][CH:7]=1.[F:22][C:23]1[CH:24]=[C:25]([CH:42]=[CH:43][CH:44]=1)[CH2:26][N:27]1[CH:31]=[C:30](C2OC(C)(C)C(C)(C)O2)[C:29]([CH3:41])=[N:28]1.C(=O)([O-])[O-].[Na+].[Na+]. Given the product [Br:1][C:2]1[CH:3]=[C:4]2[C:10]([C:30]3[C:29]([CH3:41])=[N:28][N:27]([CH2:26][C:25]4[CH:42]=[CH:43][CH:44]=[C:23]([F:22])[CH:24]=4)[CH:31]=3)=[CH:9][N:8]([S:12]([C:15]3[CH:21]=[CH:20][C:18]([CH3:19])=[CH:17][CH:16]=3)(=[O:14])=[O:13])[C:5]2=[N:6][CH:7]=1, predict the reactants needed to synthesize it. (3) Given the product [Br:1][C:2]1[CH:3]=[CH:4][C:5]([Cl:17])=[C:6]([C:8]2[N:9]([C:21]([O:23][C:24]([CH3:27])([CH3:26])[CH3:25])=[O:20])[C:10]3[CH:16]=[CH:15][CH:14]=[CH:13][C:11]=3[N:12]=2)[CH:7]=1, predict the reactants needed to synthesize it. The reactants are: [Br:1][C:2]1[CH:3]=[CH:4][C:5]([Cl:17])=[C:6]([C:8]2[NH:12][C:11]3[CH:13]=[CH:14][CH:15]=[CH:16][C:10]=3[N:9]=2)[CH:7]=1.[OH-].[Na+].[O:20](C(OC(C)(C)C)=O)[C:21]([O:23][C:24]([CH3:27])([CH3:26])[CH3:25])=O. (4) Given the product [CH2:16]([C:18]1[CH:23]=[CH:22][CH:21]=[CH:20][C:19]=1[C:2]1[CH:11]=[CH:10][C:5]([C:6]([O:8][CH3:9])=[O:7])=[CH:4][C:3]=1[C:12]([F:15])([F:14])[F:13])[CH3:17], predict the reactants needed to synthesize it. The reactants are: Br[C:2]1[CH:11]=[CH:10][C:5]([C:6]([O:8][CH3:9])=[O:7])=[CH:4][C:3]=1[C:12]([F:15])([F:14])[F:13].[CH2:16]([C:18]1[CH:23]=[CH:22][CH:21]=[CH:20][C:19]=1B(O)O)[CH3:17].[F-].[Cs+].C1(P(C2CCCCC2)C2C=CC=CC=2C2C(OC)=CC=CC=2OC)CCCCC1. (5) The reactants are: N1C2C=CC=CC=2N=C1C1[CH2:15][CH2:14][N:13]([CH2:16][CH2:17][CH:18]2[O:22][C:21](=[O:23])[C:20]([CH2:26][CH3:27])([CH2:24][CH3:25])[CH2:19]2)[CH2:12][CH2:11]1.[N:28]1([C:34]2[CH:41]=[CH:40][C:37]([C:38]#[N:39])=[CH:36][N:35]=2)CCNCC1.N1(C2C=CC=CC=2C#N)CCNCC1.CC1C=CC(S(OCCC2CC3(CCCC3)C(=O)O2)(=O)=O)=CC=1.CC1C=CC(S(OCCC2CC(CC)(CC)C(=O)O2)(=O)=O)=CC=1. Given the product [O:23]=[C:21]1[C:20]2([CH2:24][CH2:25][CH2:27][CH2:26]2)[CH2:19][CH:18]([CH2:17][CH2:16][N:13]2[CH2:12][CH2:11][N:28]([C:34]3[CH:41]=[CH:40][C:37]([C:38]#[N:39])=[CH:36][N:35]=3)[CH2:15][CH2:14]2)[O:22]1, predict the reactants needed to synthesize it. (6) Given the product [NH2:8][C:9]1[CH:16]=[CH:15][CH:14]=[C:13]([O:7][CH2:6][CH2:5][NH:4][CH3:3])[C:10]=1[C:11]#[N:12], predict the reactants needed to synthesize it. The reactants are: [H-].[Na+].[CH3:3][NH:4][CH2:5][CH2:6][OH:7].[NH2:8][C:9]1[CH:16]=[CH:15][CH:14]=[C:13](F)[C:10]=1[C:11]#[N:12]. (7) Given the product [Br:1][C:2]1[CH:7]=[CH:6][C:5]([C:8]2[O:12][N:11]=[C:10]([CH3:13])[C:9]=2[CH2:14][NH:23][CH2:22][CH:16]2[CH2:21][CH2:20][CH2:19][CH2:18][CH2:17]2)=[CH:4][CH:3]=1, predict the reactants needed to synthesize it. The reactants are: [Br:1][C:2]1[CH:7]=[CH:6][C:5]([C:8]2[O:12][N:11]=[C:10]([CH3:13])[C:9]=2[CH:14]=O)=[CH:4][CH:3]=1.[CH:16]1([CH2:22][NH2:23])[CH2:21][CH2:20][CH2:19][CH2:18][CH2:17]1. (8) Given the product [Cl:1][C:2]1[CH:3]=[C:4]([C:8]2[CH:9]=[C:10]([CH2:18][N:19]3[CH:23]=[N:22][C:21]([NH:24][CH3:29])=[N:20]3)[CH:11]=[N:12][C:13]=2[O:14][CH:15]([F:17])[F:16])[CH:5]=[CH:6][CH:7]=1, predict the reactants needed to synthesize it. The reactants are: [Cl:1][C:2]1[CH:3]=[C:4]([C:8]2[CH:9]=[C:10]([CH2:18][N:19]3[CH:23]=[N:22][C:21]([NH2:24])=[N:20]3)[CH:11]=[N:12][C:13]=2[O:14][CH:15]([F:17])[F:16])[CH:5]=[CH:6][CH:7]=1.C=O.[BH-](OC(C)=O)(OC(C)=O)O[C:29](C)=O.[Na+]. (9) Given the product [Cl:1][C:2]1[CH:3]=[CH:4][C:5]([O:15][CH2:16][C:17]2[CH:22]=[CH:21][CH:20]=[C:19]([F:23])[C:18]=2[F:24])=[C:6]([C:8]2[N:25]([C:26]3[CH:27]=[C:28]([C:32]([CH3:35])=[CH:33][CH:34]=3)[C:29]([OH:31])=[O:30])[C:11]([CH3:12])=[CH:10][CH:9]=2)[CH:7]=1, predict the reactants needed to synthesize it. The reactants are: [Cl:1][C:2]1[CH:3]=[CH:4][C:5]([O:15][CH2:16][C:17]2[CH:22]=[CH:21][CH:20]=[C:19]([F:23])[C:18]=2[F:24])=[C:6]([C:8](=O)[CH2:9][CH2:10][C:11](=O)[CH3:12])[CH:7]=1.[NH2:25][C:26]1[CH:27]=[C:28]([C:32]([CH3:35])=[CH:33][CH:34]=1)[C:29]([OH:31])=[O:30].CC1C=CC(S(O)(=O)=O)=CC=1. (10) Given the product [NH:15]1[CH:16]=[CH:17][C:13]([NH:12][C:4]2[N:3]=[C:2]([C:24]3[CH:25]=[C:20]([CH:21]=[CH:22][CH:23]=3)[C:18]#[N:19])[C:11]3[C:6]([CH:5]=2)=[CH:7][CH:8]=[CH:9][CH:10]=3)=[N:14]1, predict the reactants needed to synthesize it. The reactants are: Cl[C:2]1[C:11]2[C:6](=[CH:7][CH:8]=[CH:9][CH:10]=2)[CH:5]=[C:4]([NH:12][C:13]2[CH:17]=[CH:16][NH:15][N:14]=2)[N:3]=1.[C:18]([C:20]1[CH:21]=[C:22](B(O)O)[CH:23]=[CH:24][CH:25]=1)#[N:19].